Dataset: Reaction yield outcomes from USPTO patents with 853,638 reactions. Task: Predict the reaction yield, written as a fraction of the theoretical maximum amount of product (1.0 means a 100% yield; for example, 0.34 means a 34% yield). (1) The reactants are [Cl:1][C:2]1[CH:3]=[N:4][CH:5]=[C:6]([Cl:30])[C:7]=1[NH:8][C:9]([C:11]1[C:19]2[C:18]3[CH:20]=[C:21]([NH:24][C:25](=[O:27])[CH3:26])[CH:22]=[CH:23][C:17]=3[O:16][C:15]=2[C:14]([O:28][CH3:29])=[CH:13][CH:12]=1)=[O:10].ClC1C=CC=C(C(OO)=[O:39])C=1. The catalyst is ClCCl. The product is [Cl:30][C:6]1[CH:5]=[N:4][CH:3]=[C:2]([Cl:1])[C:7]=1[NH+:8]([O-:39])[C:9]([C:11]1[C:19]2[C:18]3[CH:20]=[C:21]([NH:24][C:25](=[O:27])[CH3:26])[CH:22]=[CH:23][C:17]=3[O:16][C:15]=2[C:14]([O:28][CH3:29])=[CH:13][CH:12]=1)=[O:10]. The yield is 0.300. (2) The reactants are [Cl:1][C:2]1[CH:12]=[CH:11][CH:10]=[C:9]([Si:13]([CH3:16])([CH3:15])[CH3:14])[C:3]=1[C:4]([NH:6][CH2:7][CH3:8])=[O:5].[Li]C(C)(C)C.CCCCC.C(Br)C[Br:29]. The catalyst is C1COCC1. The product is [Br:29][CH2:16][Si:13]([CH3:15])([CH3:14])[C:9]1[CH:10]=[CH:11][CH:12]=[C:2]([Cl:1])[C:3]=1[C:4]([NH:6][CH2:7][CH3:8])=[O:5]. The yield is 0.180.